This data is from NCI-60 drug combinations with 297,098 pairs across 59 cell lines. The task is: Regression. Given two drug SMILES strings and cell line genomic features, predict the synergy score measuring deviation from expected non-interaction effect. (1) Drug 1: C1=CC(=C2C(=C1NCCNCCO)C(=O)C3=C(C=CC(=C3C2=O)O)O)NCCNCCO. Drug 2: B(C(CC(C)C)NC(=O)C(CC1=CC=CC=C1)NC(=O)C2=NC=CN=C2)(O)O. Cell line: M14. Synergy scores: CSS=12.6, Synergy_ZIP=-1.28, Synergy_Bliss=-2.19, Synergy_Loewe=-3.56, Synergy_HSA=-1.50. (2) Drug 1: C1=CN(C(=O)N=C1N)C2C(C(C(O2)CO)O)O.Cl. Drug 2: CCN(CC)CCNC(=O)C1=C(NC(=C1C)C=C2C3=C(C=CC(=C3)F)NC2=O)C. Cell line: CCRF-CEM. Synergy scores: CSS=65.6, Synergy_ZIP=3.63, Synergy_Bliss=2.63, Synergy_Loewe=-17.2, Synergy_HSA=2.16. (3) Drug 1: CCCS(=O)(=O)NC1=C(C(=C(C=C1)F)C(=O)C2=CNC3=C2C=C(C=N3)C4=CC=C(C=C4)Cl)F. Drug 2: C1CCN(CC1)CCOC2=CC=C(C=C2)C(=O)C3=C(SC4=C3C=CC(=C4)O)C5=CC=C(C=C5)O. Cell line: SNB-75. Synergy scores: CSS=5.15, Synergy_ZIP=7.51, Synergy_Bliss=6.11, Synergy_Loewe=4.12, Synergy_HSA=4.63. (4) Drug 1: C1CCC(CC1)NC(=O)N(CCCl)N=O. Drug 2: CC1=CC2C(CCC3(C2CCC3(C(=O)C)OC(=O)C)C)C4(C1=CC(=O)CC4)C. Cell line: MOLT-4. Synergy scores: CSS=29.5, Synergy_ZIP=-3.16, Synergy_Bliss=-4.02, Synergy_Loewe=-26.0, Synergy_HSA=-2.55. (5) Drug 1: CCN(CC)CCCC(C)NC1=C2C=C(C=CC2=NC3=C1C=CC(=C3)Cl)OC. Drug 2: CN(C(=O)NC(C=O)C(C(C(CO)O)O)O)N=O. Cell line: OVCAR-4. Synergy scores: CSS=0.196, Synergy_ZIP=-4.40, Synergy_Bliss=-2.60, Synergy_Loewe=-15.9, Synergy_HSA=-3.92. (6) Synergy scores: CSS=2.36, Synergy_ZIP=-5.27, Synergy_Bliss=-2.21, Synergy_Loewe=-6.19, Synergy_HSA=-2.06. Drug 2: C1=CC(=CC=C1C#N)C(C2=CC=C(C=C2)C#N)N3C=NC=N3. Cell line: TK-10. Drug 1: CCC1=CC2CC(C3=C(CN(C2)C1)C4=CC=CC=C4N3)(C5=C(C=C6C(=C5)C78CCN9C7C(C=CC9)(C(C(C8N6C)(C(=O)OC)O)OC(=O)C)CC)OC)C(=O)OC.C(C(C(=O)O)O)(C(=O)O)O.